The task is: Predict the product of the given reaction.. This data is from Forward reaction prediction with 1.9M reactions from USPTO patents (1976-2016). (1) Given the reactants [Br:1][C:2]1[CH:7]=[CH:6][C:5]([NH:8][C:9]2[S:10][C:11]3[CH:17]=[CH:16][C:15]([O:18]C)=[CH:14][C:12]=3[N:13]=2)=[CH:4][CH:3]=1.Br, predict the reaction product. The product is: [Br:1][C:2]1[CH:3]=[CH:4][C:5]([NH:8][C:9]2[S:10][C:11]3[CH:17]=[CH:16][C:15]([OH:18])=[CH:14][C:12]=3[N:13]=2)=[CH:6][CH:7]=1. (2) Given the reactants [Cl:1][C:2]1[C:3]([CH2:26][C:27]([OH:29])=O)=[N:4][C:5]([N:8]([CH2:16][C:17]([F:25])([F:24])[C:18]2[CH:23]=[CH:22][CH:21]=[CH:20][N:19]=2)C(OC(C)(C)C)=O)=[CH:6][CH:7]=1.Cl.[N:31]1([C:36]2[C:37]([CH2:42][NH2:43])=[N:38][CH:39]=[CH:40][CH:41]=2)[CH:35]=[N:34][CH:33]=[N:32]1, predict the reaction product. The product is: [Cl:1][C:2]1[C:3]([CH2:26][C:27]([NH:43][CH2:42][C:37]2[C:36]([N:31]3[CH:35]=[N:34][CH:33]=[N:32]3)=[CH:41][CH:40]=[CH:39][N:38]=2)=[O:29])=[N:4][C:5]([NH:8][CH2:16][C:17]([F:24])([F:25])[C:18]2[CH:23]=[CH:22][CH:21]=[CH:20][N:19]=2)=[CH:6][CH:7]=1. (3) Given the reactants [C:1]1([CH2:7][C:8](=[O:14])[CH2:9][CH2:10][CH2:11][CH2:12][CH3:13])[CH:6]=[CH:5][CH:4]=[CH:3][CH:2]=1.N1CCCC[CH2:16]1.C(O)(=O)C.C=O, predict the reaction product. The product is: [C:1]1([C:7]([C:8](=[O:14])[CH2:9][CH2:10][CH2:11][CH2:12][CH3:13])=[CH2:16])[CH:6]=[CH:5][CH:4]=[CH:3][CH:2]=1. (4) The product is: [C:13]1([C:19]2[N:20]=[CH:21][C:22]([N:31]([CH2:35][CH2:36][CH2:37][CH2:38][O:39][CH2:40][C:41]([NH:43][S:9](=[O:11])(=[O:10])[OH:12])=[O:42])[CH:32]([CH3:34])[CH3:33])=[N:23][C:24]=2[C:25]2[CH:30]=[CH:29][CH:28]=[CH:27][CH:26]=2)[CH:14]=[CH:15][CH:16]=[CH:17][CH:18]=1. Given the reactants N1C=CC=CC=1C.Cl[S:9]([OH:12])(=[O:11])=[O:10].[C:13]1([C:19]2[N:20]=[CH:21][C:22]([N:31]([CH2:35][CH2:36][CH2:37][CH2:38][O:39][CH2:40][C:41]([NH2:43])=[O:42])[CH:32]([CH3:34])[CH3:33])=[N:23][C:24]=2[C:25]2[CH:30]=[CH:29][CH:28]=[CH:27][CH:26]=2)[CH:18]=[CH:17][CH:16]=[CH:15][CH:14]=1, predict the reaction product. (5) Given the reactants Br[C:2]1[CH:22]=[CH:21][C:5]([O:6][CH2:7][C@H:8]2[CH2:13][CH2:12][C@H:11]([O:14][CH:15]3[CH2:20][CH2:19][CH2:18][CH2:17][O:16]3)[CH2:10][CH2:9]2)=[CH:4][C:3]=1[F:23].[B:24]1([B:24]2[O:28][C:27]([CH3:30])([CH3:29])[C:26]([CH3:32])([CH3:31])[O:25]2)[O:28][C:27]([CH3:30])([CH3:29])[C:26]([CH3:32])([CH3:31])[O:25]1.CC1(C)C(C)(C)OB(C2C=CC(OC[C@@H]3CC[C@H](OC4CCCCO4)CC3)=CC=2)O1, predict the reaction product. The product is: [F:23][C:3]1[CH:4]=[C:5]([CH:21]=[CH:22][C:2]=1[B:24]1[O:28][C:27]([CH3:30])([CH3:29])[C:26]([CH3:32])([CH3:31])[O:25]1)[O:6][CH2:7][C@H:8]1[CH2:13][CH2:12][C@H:11]([O:14][CH:15]2[CH2:20][CH2:19][CH2:18][CH2:17][O:16]2)[CH2:10][CH2:9]1.